This data is from Full USPTO retrosynthesis dataset with 1.9M reactions from patents (1976-2016). The task is: Predict the reactants needed to synthesize the given product. (1) The reactants are: [Cl:1][C:2]1[C:3]([C:14]2[CH:19]=[C:18]([Cl:20])[CH:17]=[CH:16][C:15]=2[C:21]#[N:22])=[CH:4][C:5](=[O:13])[N:6]([CH:8]([CH3:12])[C:9]([OH:11])=O)[CH:7]=1.[F:23][C:24]([F:38])([F:37])[C:25]1[N:29]=[C:28]([C:30]2[CH:36]=[CH:35][C:33]([NH2:34])=[CH:32][CH:31]=2)[NH:27][N:26]=1. Given the product [Cl:1][C:2]1[C:3]([C:14]2[CH:19]=[C:18]([Cl:20])[CH:17]=[CH:16][C:15]=2[C:21]#[N:22])=[CH:4][C:5](=[O:13])[N:6]([CH:8]([CH3:12])[C:9]([NH:34][C:33]2[CH:35]=[CH:36][C:30]([C:28]3[NH:27][N:26]=[C:25]([C:24]([F:38])([F:37])[F:23])[N:29]=3)=[CH:31][CH:32]=2)=[O:11])[CH:7]=1, predict the reactants needed to synthesize it. (2) The reactants are: [CH3:1][C:2]([O:4][C@H:5]1[C:14]2[C@@:15]3([CH3:30])[C@@H:26]([CH2:27][O:28][CH3:29])[O:25][C:23](=[O:24])[C:17]4=[CH:18][O:19][C:20]([C:21](=[O:22])[C:13]=2[C@@H:8]2[CH2:9][CH2:10][C@H:11]([OH:12])[C@@:7]2([CH3:31])[CH2:6]1)=[C:16]34)=[O:3].[C:32]([NH:36][CH3:37])([CH3:35])([CH3:34])[CH3:33]. Given the product [C:32]([N:36]([CH:18]=[C:17]1[C:16]2[C:15]([CH3:30])([C:14]3[CH:5]([O:4][C:2](=[O:3])[CH3:1])[CH2:6][C:7]4([CH3:31])[CH:8]([C:13]=3[C:21](=[O:22])[C:20]=2[OH:19])[CH2:9][CH2:10][CH:11]4[OH:12])[CH:26]([CH2:27][O:28][CH3:29])[O:25][C:23]1=[O:24])[CH3:37])([CH3:35])([CH3:34])[CH3:33], predict the reactants needed to synthesize it. (3) The reactants are: [NH2:1][C:2]1[CH:6]=[CH:5][S:4][C:3]=1C(OC)=O.[OH-].[Na+].Cl.[C:14]([OH:19])(=[O:18])[C:15]([OH:17])=[O:16]. Given the product [C:14]([OH:19])(=[O:18])[C:15]([OH:17])=[O:16].[NH2:1][C:2]1[CH:6]=[CH:5][S:4][CH:3]=1, predict the reactants needed to synthesize it. (4) Given the product [Br:15][CH2:16][CH2:17][C:18]([NH:14][C:7]1[C:8]2[C:13](=[CH:12][CH:11]=[CH:10][CH:9]=2)[C:4]([N+:1]([O-:3])=[O:2])=[CH:5][CH:6]=1)=[O:19], predict the reactants needed to synthesize it. The reactants are: [N+:1]([C:4]1[C:13]2[C:8](=[CH:9][CH:10]=[CH:11][CH:12]=2)[C:7]([NH2:14])=[CH:6][CH:5]=1)([O-:3])=[O:2].[Br:15][CH2:16][CH2:17][C:18](Cl)=[O:19]. (5) The reactants are: [F:1][C:2]([F:16])([F:15])[S:3]([O:6][C:7]1[CH:12]=[CH:11][C:10]([CH2:13]O)=[CH:9][N:8]=1)(=[O:5])=[O:4].S(Cl)([Cl:19])=O. Given the product [F:1][C:2]([F:16])([F:15])[S:3]([O:6][C:7]1[CH:12]=[CH:11][C:10]([CH2:13][Cl:19])=[CH:9][N:8]=1)(=[O:5])=[O:4], predict the reactants needed to synthesize it. (6) Given the product [CH:8]1([C:11]2[CH:12]=[CH:13][C:14]([C:17]([C:19]3[S:20][C:21]([CH3:26])=[CH:22][C:23]=3[OH:24])=[O:18])=[CH:15][CH:16]=2)[CH2:9][CH2:10]1, predict the reactants needed to synthesize it. The reactants are: C(Cl)Cl.B(Cl)(Cl)Cl.[CH:8]1([C:11]2[CH:16]=[CH:15][C:14]([C:17]([C:19]3[S:20][C:21]([CH3:26])=[CH:22][C:23]=3[O:24]C)=[O:18])=[CH:13][CH:12]=2)[CH2:10][CH2:9]1.O. (7) Given the product [CH2:1]([N:8]1[CH2:13][CH2:12][C:11](=[O:14])[CH:10]([CH2:26][CH3:27])[CH2:9]1)[C:2]1[CH:3]=[CH:4][CH:5]=[CH:6][CH:7]=1, predict the reactants needed to synthesize it. The reactants are: [CH2:1]([N:8]1[CH2:13][CH2:12][C:11](=[O:14])[CH2:10][CH2:9]1)[C:2]1[CH:7]=[CH:6][CH:5]=[CH:4][CH:3]=1.C[Si](C)(C)[N-][Si](C)(C)C.[Li+].I[CH2:26][CH3:27]. (8) Given the product [Cl:21][C:16]1[CH:17]=[CH:18][CH:19]=[CH:20][C:15]=1[C:14]1[C:10]([C:8]([OH:9])=[O:7])=[C:11]([N:22]2[C:30](=[O:31])[C:29]3[C:24](=[CH:25][CH:26]=[CH:27][CH:28]=3)[C:23]2=[O:32])[S:12][CH:13]=1, predict the reactants needed to synthesize it. The reactants are: [OH-].[Na+].CO.C([O:7][C:8]([C:10]1[C:14]([C:15]2[CH:20]=[CH:19][CH:18]=[CH:17][C:16]=2[Cl:21])=[CH:13][S:12][C:11]=1[N:22]1[C:30](=[O:31])[C:29]2[C:24](=[CH:25][CH:26]=[CH:27][CH:28]=2)[C:23]1=[O:32])=[O:9])C.Cl. (9) Given the product [CH2:1]([O:8][C:9]1[C:13]([CH:14]([C:32]2[CH:33]=[CH:34][C:29]([O:28][CH3:27])=[CH:30][CH:31]=2)[OH:15])=[C:12]([C:16]2[CH:17]=[CH:18][C:19]([O:22][CH3:23])=[CH:20][CH:21]=2)[N:11]([CH:24]([CH3:26])[CH3:25])[N:10]=1)[C:2]1[CH:7]=[CH:6][CH:5]=[CH:4][CH:3]=1, predict the reactants needed to synthesize it. The reactants are: [CH2:1]([O:8][C:9]1[C:13]([CH:14]=[O:15])=[C:12]([C:16]2[CH:21]=[CH:20][C:19]([O:22][CH3:23])=[CH:18][CH:17]=2)[N:11]([CH:24]([CH3:26])[CH3:25])[N:10]=1)[C:2]1[CH:7]=[CH:6][CH:5]=[CH:4][CH:3]=1.[CH3:27][O:28][C:29]1[CH:34]=[CH:33][C:32]([Mg]Br)=[CH:31][CH:30]=1.O. (10) Given the product [Cl:8][C:5]1[CH:6]=[CH:7][C:2]2[CH:18]=[CH:19][C:20]3[CH:25]=[CH:24][CH:23]=[CH:22][C:21]=3[N:14]([C:11](=[O:13])[CH3:12])[CH2:9][C:3]=2[N:4]=1, predict the reactants needed to synthesize it. The reactants are: Br[C:2]1[C:3]([CH2:9]Br)=[N:4][C:5]([Cl:8])=[CH:6][CH:7]=1.[C:11]([N:14]1[C:21]2[CH:22]=[CH:23][CH:24]=[CH:25][C:20]=2[CH:19]=[CH:18]C2N=C(Cl)C(F)=CC=2C1)(=[O:13])[CH3:12].